Dataset: Catalyst prediction with 721,799 reactions and 888 catalyst types from USPTO. Task: Predict which catalyst facilitates the given reaction. (1) Reactant: C(OC([C:6]1[C:7](=[O:26])[N:8]([CH2:18][C:19]2[CH:24]=[CH:23][C:22]([F:25])=[CH:21][CH:20]=2)[C@@H:9]2[C@H:14]([C:15]=1[OH:16])[C@@H:13]1[CH2:17][C@H:10]2[CH2:11][CH2:12]1)=O)C.S(=O)(=O)(O)O. Product: [F:25][C:22]1[CH:21]=[CH:20][C:19]([CH2:18][N:8]2[C:7](=[O:26])[CH:6]=[C:15]([OH:16])[C@H:14]3[C@@H:9]2[C@H:10]2[CH2:17][C@@H:13]3[CH2:12][CH2:11]2)=[CH:24][CH:23]=1. The catalyst class is: 12. (2) Reactant: [CH2:1]([C:3]1[CH:9]=[CH:8][C:6]([NH2:7])=[CH:5][CH:4]=1)[CH3:2].[CH:10](=O)[CH3:11].OS(O)(=O)=O.[BH4-].[Na+]. Product: [CH2:10]([NH:7][C:6]1[CH:8]=[CH:9][C:3]([CH2:1][CH3:2])=[CH:4][CH:5]=1)[CH3:11]. The catalyst class is: 1. (3) Reactant: [Cl:1][C:2]1[CH:3]=[CH:4][C:5]2[C:14]3[C:9](=[CH:10][N:11]=[CH:12][CH:13]=3)[C:8](=[O:15])[NH:7][C:6]=2[CH:16]=1.[CH3:17][O:18][CH2:19][CH2:20]Br. Product: [Cl:1][C:2]1[CH:3]=[CH:4][C:5]2[C:14]3[C:9](=[CH:10][N:11]=[CH:12][CH:13]=3)[C:8](=[O:15])[N:7]([CH2:20][CH2:19][O:18][CH3:17])[C:6]=2[CH:16]=1. The catalyst class is: 18. (4) Reactant: [F:1][C:2]1[CH:7]=[C:6](I)[CH:5]=[CH:4][C:3]=1[N:9]1[CH:14]=[C:13]([O:15][CH3:16])[C:12](=[O:17])[C:11]([C:18]2[N:22]([C:23]3[CH:28]=[CH:27][CH:26]=[CH:25][CH:24]=3)[N:21]=[CH:20][CH:19]=2)=[N:10]1.[C:29]([N:33]1[CH2:37][CH2:36][NH:35][C:34]1=[O:38])([CH3:32])([CH3:31])[CH3:30].N[C@@H]1CCCC[C@H]1N.[O-]P([O-])([O-])=O.[K+].[K+].[K+]. Product: [C:29]([N:33]1[CH2:37][CH2:36][N:35]([C:6]2[CH:5]=[CH:4][C:3]([N:9]3[CH:14]=[C:13]([O:15][CH3:16])[C:12](=[O:17])[C:11]([C:18]4[N:22]([C:23]5[CH:28]=[CH:27][CH:26]=[CH:25][CH:24]=5)[N:21]=[CH:20][CH:19]=4)=[N:10]3)=[C:2]([F:1])[CH:7]=2)[C:34]1=[O:38])([CH3:32])([CH3:31])[CH3:30]. The catalyst class is: 432. (5) Reactant: [N+:1]([C:4]1[CH:53]=[CH:52][C:7]([C:8]([O:10][C@H:11]2[C:15]3[N:16]=[CH:17][N:18]=[C:19]([N:20]4[C:40]5[C:35](=[C:36]([CH2:42][NH:43][C:44]([O:46][C:47]([CH3:50])([CH3:49])[CH3:48])=[O:45])[C:37]([Cl:41])=[CH:38][CH:39]=5)[C:22]5([CH2:27][CH2:26][N:25](CC6C=CC=CC=6)[CH2:24][CH2:23]5)[CH2:21]4)[C:14]=3[C@H:13]([CH3:51])[CH2:12]2)=[O:9])=[CH:6][CH:5]=1)([O-:3])=[O:2].C(Cl)(=O)OC(Cl)C.CCN(CC)CC.[CH3:80][C:79]([O:78][C:76](O[C:76]([O:78][C:79]([CH3:82])([CH3:81])[CH3:80])=[O:77])=[O:77])([CH3:82])[CH3:81]. Product: [C:47]([O:46][C:44]([NH:43][CH2:42][C:36]1[C:37]([Cl:41])=[CH:38][CH:39]=[C:40]2[N:20]([C:19]3[C:14]4[C@H:13]([CH3:51])[CH2:12][C@@H:11]([O:10][C:8](=[O:9])[C:7]5[CH:52]=[CH:53][C:4]([N+:1]([O-:3])=[O:2])=[CH:5][CH:6]=5)[C:15]=4[N:16]=[CH:17][N:18]=3)[CH2:21][C:22]3([CH2:27][CH2:26][N:25]([C:76]([O:78][C:79]([CH3:80])([CH3:81])[CH3:82])=[O:77])[CH2:24][CH2:23]3)[C:35]=12)=[O:45])([CH3:48])([CH3:49])[CH3:50]. The catalyst class is: 68. (6) Reactant: [O:1]1[CH2:6][CH2:5][CH2:4][CH2:3][CH:2]1[O:7][CH2:8][CH2:9][O:10][C:11]1[C:16]2[CH:17]=[CH:18][O:19][C:15]=2[C:14]([CH2:20][C:21]([OH:23])=O)=[CH:13][CH:12]=1.[OH-].[NH4+:25]. Product: [O:1]1[CH2:6][CH2:5][CH2:4][CH2:3][CH:2]1[O:7][CH2:8][CH2:9][O:10][C:11]1[C:16]2[CH:17]=[CH:18][O:19][C:15]=2[C:14]([CH2:20][C:21]([NH2:25])=[O:23])=[CH:13][CH:12]=1. The catalyst class is: 7. (7) Reactant: [C:1]1([CH:7]2[C:15]3[C:10](=[CH:11][CH:12]=[CH:13][CH:14]=3)[CH:9]=[CH:8]2)[CH:6]=[CH:5][CH:4]=[CH:3][CH:2]=1.C=O.[C:18]1([CH3:28])[CH:23]=[CH:22][C:21](S(O)(=O)=O)=[CH:20][CH:19]=1. Product: [C:1]1([C:7]2[C:15]3[C:10](=[CH:11][CH:12]=[CH:13][CH:14]=3)[CH2:9][C:8]=2[CH2:9][C:8]2[CH2:28][C:18]3[C:23]([C:7]=2[C:1]2[CH:6]=[CH:5][CH:4]=[CH:3][CH:2]=2)=[CH:22][CH:21]=[CH:20][CH:19]=3)[CH:2]=[CH:3][CH:4]=[CH:5][CH:6]=1. The catalyst class is: 11.